From a dataset of CYP3A4 inhibition data for predicting drug metabolism from PubChem BioAssay. Regression/Classification. Given a drug SMILES string, predict its absorption, distribution, metabolism, or excretion properties. Task type varies by dataset: regression for continuous measurements (e.g., permeability, clearance, half-life) or binary classification for categorical outcomes (e.g., BBB penetration, CYP inhibition). Dataset: cyp3a4_veith. (1) The compound is Cc1noc(NS(=O)(=O)c2ccc(N/C=C/C(=O)c3ccc4c(c3)OCO4)cc2)c1C. The result is 1 (inhibitor). (2) The molecule is COC(=O)c1cc2n(n1)CCN(Cc1ccc(OC)cc1)C2=O. The result is 0 (non-inhibitor). (3) The drug is Cc1noc(C)c1-c1nc(NC2CCNCC2)c2ccccc2n1. The result is 0 (non-inhibitor).